From a dataset of NCI-60 drug combinations with 297,098 pairs across 59 cell lines. Regression. Given two drug SMILES strings and cell line genomic features, predict the synergy score measuring deviation from expected non-interaction effect. (1) Drug 1: C1CN(CCN1C(=O)CCBr)C(=O)CCBr. Drug 2: B(C(CC(C)C)NC(=O)C(CC1=CC=CC=C1)NC(=O)C2=NC=CN=C2)(O)O. Cell line: HL-60(TB). Synergy scores: CSS=60.9, Synergy_ZIP=0.0548, Synergy_Bliss=-0.491, Synergy_Loewe=-31.7, Synergy_HSA=-1.02. (2) Synergy scores: CSS=22.2, Synergy_ZIP=-7.37, Synergy_Bliss=-2.74, Synergy_Loewe=-1.09, Synergy_HSA=0.272. Drug 1: C1CN1C2=NC(=NC(=N2)N3CC3)N4CC4. Drug 2: CCN(CC)CCCC(C)NC1=C2C=C(C=CC2=NC3=C1C=CC(=C3)Cl)OC. Cell line: EKVX.